Dataset: Full USPTO retrosynthesis dataset with 1.9M reactions from patents (1976-2016). Task: Predict the reactants needed to synthesize the given product. (1) Given the product [CH3:6][O:7][C:8]1[CH:9]=[C:10]2[C:11](=[CH:12][CH:13]=1)[CH:17]=[N:16][CH2:15][CH2:14]2, predict the reactants needed to synthesize it. The reactants are: P(Cl)(Cl)(Cl)=O.[CH3:6][O:7][C:8]1[CH:9]=[C:10]([CH2:14][CH2:15][NH:16][CH:17]=O)[CH:11]=[CH:12][CH:13]=1. (2) The reactants are: [CH:1]1([CH:7]([NH:22][C:23]2[CH:24]=[N:25][C:26]([N:29]3[CH:33]=[C:32]([C:34]([F:37])([F:36])[F:35])[CH:31]=[N:30]3)=[CH:27][CH:28]=2)[C:8]2[CH:21]=[CH:20][C:11]([C:12]([NH:14][CH2:15][CH2:16][C:17]([OH:19])=[O:18])=[O:13])=[CH:10][CH:9]=2)[CH2:6][CH2:5][CH2:4][CH2:3][CH2:2]1.C(O)C.[CH:41]([NH2:44])([CH3:43])[CH3:42]. Given the product [CH:1]1([CH:7]([NH:22][C:23]2[CH:24]=[N:25][C:26]([N:29]3[CH:33]=[C:32]([C:34]([F:35])([F:36])[F:37])[CH:31]=[N:30]3)=[CH:27][CH:28]=2)[C:8]2[CH:9]=[CH:10][C:11]([C:12]([NH:14][CH2:15][CH2:16][C:17]([OH:19])=[O:18])=[O:13])=[CH:20][CH:21]=2)[CH2:6][CH2:5][CH2:4][CH2:3][CH2:2]1.[CH:41]([NH3+:44])([CH3:43])[CH3:42], predict the reactants needed to synthesize it. (3) Given the product [CH:30]1([N:33]2[CH2:34][CH2:35][CH:36]([C:39]([NH:13][C:14]3[S:15][C:16]([S:19][CH2:20][C:21]4[O:22][C:23]([C:26]([CH3:29])([CH3:28])[CH3:27])=[CH:24][N:25]=4)=[CH:17][N:18]=3)=[O:40])[CH2:37][CH2:38]2)[CH2:32][CH2:31]1, predict the reactants needed to synthesize it. The reactants are: Cl.CN(C)CCCN=C=NCC.[NH2:13][C:14]1[S:15][C:16]([S:19][CH2:20][C:21]2[O:22][C:23]([C:26]([CH3:29])([CH3:28])[CH3:27])=[CH:24][N:25]=2)=[CH:17][N:18]=1.[CH:30]1([N:33]2[CH2:38][CH2:37][CH:36]([C:39](O)=[O:40])[CH2:35][CH2:34]2)[CH2:32][CH2:31]1.CN(C)C=O. (4) Given the product [C:1]([N:8]1[CH2:12][CH2:11][C@H:10]([F:20])[CH2:9]1)([O:3][C:4]([CH3:7])([CH3:6])[CH3:5])=[O:2], predict the reactants needed to synthesize it. The reactants are: [C:1]([N:8]1[CH2:12][CH2:11][C@@H:10](O)[CH2:9]1)([O:3][C:4]([CH3:7])([CH3:6])[CH3:5])=[O:2].C(N(S(F)(F)[F:20])CC)C.C([O-])(O)=O.[Na+]. (5) Given the product [C:43]([O:46][CH2:47][C:48]([N:8]1[CH:5]2[CH2:6][CH2:7][CH:1]1[CH2:2][CH:3]([C:9]1[N:13]=[C:12]([NH:14][C:15]3[C:20]([O:21][C:22]4[C:23]([CH3:28])=[N:24][CH:25]=[CH:26][CH:27]=4)=[CH:19][C:18]([S:29][C:30]4[CH:35]=[CH:34][CH:33]=[CH:32][N:31]=4)=[CH:17][N:16]=3)[S:11][N:10]=1)[CH2:4]2)=[O:49])(=[O:45])[CH3:44], predict the reactants needed to synthesize it. The reactants are: [CH:1]12[NH:8][CH:5]([CH2:6][CH2:7]1)[CH2:4][CH:3]([C:9]1[N:13]=[C:12]([NH:14][C:15]3[C:20]([O:21][C:22]4[C:23]([CH3:28])=[N:24][CH:25]=[CH:26][CH:27]=4)=[CH:19][C:18]([S:29][C:30]4[CH:35]=[CH:34][CH:33]=[CH:32][N:31]=4)=[CH:17][N:16]=3)[S:11][N:10]=1)[CH2:2]2.C(N(CC)CC)C.[C:43]([O:46][CH2:47][C:48](Cl)=[O:49])(=[O:45])[CH3:44]. (6) The reactants are: [CH2:1]([O:3][C:4]([C@H:6]1[C@H:10]([C:11]([OH:13])=[O:12])[CH2:9][N:8](CC2C=CC=CC=2)[CH2:7]1)=[O:5])[CH3:2].C(O[C:26](=[O:32])[O:27][C:28]([CH3:31])([CH3:30])[CH3:29])(C)(C)C.CCOC(C)=O. Given the product [CH2:1]([O:3][C:4]([C@H:6]1[C@H:10]([C:11]([OH:13])=[O:12])[CH2:9][N:8]([C:26]([O:27][C:28]([CH3:29])([CH3:30])[CH3:31])=[O:32])[CH2:7]1)=[O:5])[CH3:2], predict the reactants needed to synthesize it. (7) Given the product [Br:1][C:2]1[CH:13]=[CH:12][C:5]([O:6][C@@H:7]([CH3:11])[CH2:8][NH2:10])=[CH:4][CH:3]=1, predict the reactants needed to synthesize it. The reactants are: [Br:1][C:2]1[CH:13]=[CH:12][C:5]([O:6][C@@H:7]([CH3:11])[C:8]([NH2:10])=O)=[CH:4][CH:3]=1.B. (8) The reactants are: [CH2:1]([C:3]1[CH:8]=[C:7]([OH:9])[CH:6]=[CH:5][C:4]=1[C:10]1[N:14]=[C:13]([C:15]2[CH:16]=[CH:17][C:18]([O:23][CH:24]([CH3:26])[CH3:25])=[C:19]([CH:22]=2)[C:20]#[N:21])[O:12][N:11]=1)[CH3:2].C(=O)([O-])[O-].[K+].[K+].[Br:33][CH2:34][CH2:35][CH2:36]Br. Given the product [Br:33][CH2:34][CH2:35][CH2:36][O:9][C:7]1[CH:6]=[CH:5][C:4]([C:10]2[N:14]=[C:13]([C:15]3[CH:16]=[CH:17][C:18]([O:23][CH:24]([CH3:25])[CH3:26])=[C:19]([CH:22]=3)[C:20]#[N:21])[O:12][N:11]=2)=[C:3]([CH2:1][CH3:2])[CH:8]=1, predict the reactants needed to synthesize it. (9) Given the product [CH2:13]([O:12][C:7]([C:8]1[C:9]([CH3:10])=[N:28][N:29]2[C:30]([O:38][CH2:39][C:40]3[C:45]([F:46])=[CH:44][CH:43]=[CH:42][C:41]=3[F:47])=[CH:31][C:32]([CH:35]3[CH2:37][CH2:36]3)=[CH:33][C:34]=12)=[O:11])[CH3:14], predict the reactants needed to synthesize it. The reactants are: C(=O)([O-])[O-].[K+].[K+].[C:7]([O:12][CH2:13][CH3:14])(=[O:11])[C:8]#[C:9][CH3:10].CC1C=C(C)C=C(C)C=1S([O-])(=O)=O.[NH2:28][N+:29]1[CH:34]=[CH:33][C:32]([CH:35]2[CH2:37][CH2:36]2)=[CH:31][C:30]=1[O:38][CH2:39][C:40]1[C:45]([F:46])=[CH:44][CH:43]=[CH:42][C:41]=1[F:47].O.